This data is from NCI-60 drug combinations with 297,098 pairs across 59 cell lines. The task is: Regression. Given two drug SMILES strings and cell line genomic features, predict the synergy score measuring deviation from expected non-interaction effect. (1) Drug 1: C1CC(=O)NC(=O)C1N2C(=O)C3=CC=CC=C3C2=O. Drug 2: C(CN)CNCCSP(=O)(O)O. Cell line: ACHN. Synergy scores: CSS=-0.952, Synergy_ZIP=4.09, Synergy_Bliss=3.60, Synergy_Loewe=-6.72, Synergy_HSA=-6.08. (2) Drug 1: CC1C(C(CC(O1)OC2CC(CC3=C2C(=C4C(=C3O)C(=O)C5=C(C4=O)C(=CC=C5)OC)O)(C(=O)CO)O)N)O.Cl. Drug 2: C1=C(C(=O)NC(=O)N1)N(CCCl)CCCl. Cell line: SF-295. Synergy scores: CSS=48.6, Synergy_ZIP=-1.23, Synergy_Bliss=0.907, Synergy_Loewe=3.08, Synergy_HSA=3.17.